This data is from Peptide-MHC class II binding affinity with 134,281 pairs from IEDB. The task is: Regression. Given a peptide amino acid sequence and an MHC pseudo amino acid sequence, predict their binding affinity value. This is MHC class II binding data. (1) The peptide sequence is FFGQNTAAIAATEAQ. The MHC is DRB1_0401 with pseudo-sequence DRB1_0401. The binding affinity (normalized) is 0.488. (2) The peptide sequence is YAFVGVMYNLWKMKTK. The MHC is DRB1_0801 with pseudo-sequence DRB1_0801. The binding affinity (normalized) is 0.530. (3) The peptide sequence is HPDYAILAARIAVSN. The MHC is DRB1_0401 with pseudo-sequence DRB1_0401. The binding affinity (normalized) is 0.686. (4) The peptide sequence is LMTSPKWVQMCSRTL. The MHC is DRB1_0405 with pseudo-sequence DRB1_0405. The binding affinity (normalized) is 0.616. (5) The peptide sequence is NEMKINRQILDNA. The MHC is HLA-DPA10201-DPB10501 with pseudo-sequence HLA-DPA10201-DPB10501. The binding affinity (normalized) is 0. (6) The peptide sequence is DKVYEILKINSVKYY. The MHC is HLA-DQA10401-DQB10402 with pseudo-sequence HLA-DQA10401-DQB10402. The binding affinity (normalized) is 0.0948. (7) The peptide sequence is FIFGEARSLYLNTEL. The binding affinity (normalized) is 0.365. The MHC is DRB1_1101 with pseudo-sequence DRB1_1101. (8) The peptide sequence is ATVATAPEVKYTVFE. The MHC is HLA-DQA10501-DQB10201 with pseudo-sequence HLA-DQA10501-DQB10201. The binding affinity (normalized) is 0.169. (9) The peptide sequence is ARMWIQAATTMASYQ. The MHC is HLA-DPA10103-DPB10401 with pseudo-sequence HLA-DPA10103-DPB10401. The binding affinity (normalized) is 0.462. (10) The peptide sequence is FVERSKAYSNCYPYD. The MHC is DRB5_0101 with pseudo-sequence DRB5_0101. The binding affinity (normalized) is 0.260.